From a dataset of Forward reaction prediction with 1.9M reactions from USPTO patents (1976-2016). Predict the product of the given reaction. Given the reactants [OH:1][C:2]1[CH:3]=[C:4]([CH2:9][C@H:10]([NH:22][C:23]([O:25][C:26]([CH3:29])([CH3:28])[CH3:27])=[O:24])[C:11]([O:13][C@H:14]([CH3:21])[C@H:15]([O:17][C:18](=[O:20])[CH3:19])[CH3:16])=[O:12])[CH:5]=[CH:6][C:7]=1[OH:8].Cl[C:31]([O:33][CH2:34][CH3:35])=[O:32].C(N(CC)CC)C.[C:43]([O:46][CH2:47][CH3:48])(=[O:45])C, predict the reaction product. The product is: [CH2:34]([O:33][C:31]([O:1][C:2]1[CH:3]=[C:4]([CH2:9][C@H:10]([NH:22][C:23]([O:25][C:26]([CH3:27])([CH3:28])[CH3:29])=[O:24])[C:11]([O:13][C@H:14]([CH3:21])[C@H:15]([O:17][C:18](=[O:20])[CH3:19])[CH3:16])=[O:12])[CH:5]=[CH:6][C:7]=1[O:8][C:43]([O:46][CH2:47][CH3:48])=[O:45])=[O:32])[CH3:35].